The task is: Regression/Classification. Given a drug SMILES string, predict its toxicity properties. Task type varies by dataset: regression for continuous values (e.g., LD50, hERG inhibition percentage) or binary classification for toxic/non-toxic outcomes (e.g., AMES mutagenicity, cardiotoxicity, hepatotoxicity). Dataset: ames.. This data is from Ames mutagenicity test results for genotoxicity prediction. (1) The molecule is C#C[C@]1(O)CC[C@@H]2[C@@H]3CCC4=C(CCC(=O)C4)[C@H]3CC[C@@]21C. The result is 0 (non-mutagenic). (2) The compound is CNc1ncn(C)c1C(=O)N(C)N=O. The result is 1 (mutagenic). (3) The drug is C=C1C/C(=C/C)C(=O)O[C@H]2CCN3CC=C(COC(=O)[C@]1(C)O)[C@H]23. The result is 1 (mutagenic). (4) The molecule is c1ccc2cnccc2c1. The result is 0 (non-mutagenic). (5) The result is 0 (non-mutagenic). The drug is NC(=O)NCC(=O)O. (6) The drug is FC(F)OC(Cl)C(F)(F)F. The result is 0 (non-mutagenic). (7) The compound is BrC/C=C\CBr. The result is 1 (mutagenic). (8) The molecule is NC(CS)C(=O)NCC(=O)O. The result is 1 (mutagenic).